From a dataset of Full USPTO retrosynthesis dataset with 1.9M reactions from patents (1976-2016). Predict the reactants needed to synthesize the given product. (1) Given the product [CH2:9]([O:8][C:4]1[CH:3]=[C:2]([C:16]2[CH:17]=[CH:18][C:13]([CH2:12][OH:11])=[CH:14][CH:15]=2)[CH:7]=[CH:6][N:5]=1)[CH3:10], predict the reactants needed to synthesize it. The reactants are: Br[C:2]1[CH:7]=[CH:6][N:5]=[C:4]([O:8][CH2:9][CH3:10])[CH:3]=1.[OH:11][CH2:12][C:13]1[CH:18]=[CH:17][C:16](B(O)O)=[CH:15][CH:14]=1.C(=O)([O-])[O-].[Na+].[Na+]. (2) Given the product [CH2:10]([C:2]1([CH3:1])[CH2:7][CH2:6][CH2:5][CH2:4][C:3]1=[O:8])[CH:11]([CH3:13])[CH3:12], predict the reactants needed to synthesize it. The reactants are: [CH3:1][CH:2]1[CH2:7][CH2:6][CH2:5][CH2:4][C:3]1=[O:8].I[CH2:10][CH:11]([CH3:13])[CH3:12].CC1(C)CCCCC1=O.